This data is from Peptide-MHC class I binding affinity with 185,985 pairs from IEDB/IMGT. The task is: Regression. Given a peptide amino acid sequence and an MHC pseudo amino acid sequence, predict their binding affinity value. This is MHC class I binding data. (1) The peptide sequence is IAMESIVIW. The MHC is HLA-A03:01 with pseudo-sequence HLA-A03:01. The binding affinity (normalized) is 0.185. (2) The peptide sequence is YNLRRGTAL. The MHC is HLA-A30:02 with pseudo-sequence HLA-A30:02. The binding affinity (normalized) is 0.590.